This data is from Catalyst prediction with 721,799 reactions and 888 catalyst types from USPTO. The task is: Predict which catalyst facilitates the given reaction. (1) Reactant: ClC(Cl)(OC(=O)[O:6][C:7]([Cl:10])(Cl)Cl)Cl.N1C=CC=CC=1.[F:19][C:20]1[CH:25]=[CH:24][C:23]([C@@H:26]([NH:28][C:29]([C:31]2([C:37]3[CH:42]=[CH:41][CH:40]=[CH:39][CH:38]=3)[CH2:36][CH2:35][NH:34][CH2:33][CH2:32]2)=[O:30])[CH3:27])=[CH:22][CH:21]=1.[Na+].[Cl-]. Product: [F:19][C:20]1[CH:25]=[CH:24][C:23]([C@@H:26]([NH:28][C:29]([C:31]2([C:37]3[CH:42]=[CH:41][CH:40]=[CH:39][CH:38]=3)[CH2:32][CH2:33][N:34]([C:7]([Cl:10])=[O:6])[CH2:35][CH2:36]2)=[O:30])[CH3:27])=[CH:22][CH:21]=1. The catalyst class is: 4. (2) Product: [Br:14][C:2]1[CH:3]=[C:4]2[C:5]([C:7]3[CH:8]=[CH:9][N:10]=[CH:11][C:12]=3[NH:13]2)=[CH:6][CH:1]=1. The catalyst class is: 7. Reactant: [CH:1]1[CH:2]=[CH:3][C:4]2[NH:13][C:12]3[CH:11]=[N:10][CH:9]=[CH:8][C:7]=3[C:5]=2[CH:6]=1.[Br:14]Br. (3) Reactant: [F:1][C:2]1[CH:12]=[CH:11][C:5]([C:6]([O:8][CH2:9][CH3:10])=[O:7])=[CH:4][C:3]=1[N+:13]([O-])=O.C(OCC)(=O)C. Product: [NH2:13][C:3]1[CH:4]=[C:5]([CH:11]=[CH:12][C:2]=1[F:1])[C:6]([O:8][CH2:9][CH3:10])=[O:7]. The catalyst class is: 180. (4) Reactant: C(Cl)(=O)C1C=CC=CC=1.[S-:10][C:11]#[N:12].[Na+].[C:14]([O:18][C:19]([N:21]1[CH2:26][CH2:25][CH2:24][CH2:23][CH:22]1[CH2:27][NH2:28])=[O:20])([CH3:17])([CH3:16])[CH3:15]. Product: [C:14]([O:18][C:19]([N:21]1[CH2:26][CH2:25][CH2:24][CH2:23][CH:22]1[CH2:27][NH:28][C:11]([NH2:12])=[S:10])=[O:20])([CH3:17])([CH3:16])[CH3:15]. The catalyst class is: 21. (5) Reactant: C(Cl)(=O)C(Cl)=O.CS(C)=O.[C:11]([O:15][C:16](=[O:31])[CH2:17][CH2:18][N:19]([C:23]1[CH:28]=[CH:27][C:26]([Cl:29])=[C:25]([Cl:30])[CH:24]=1)[CH2:20][CH2:21][OH:22])([CH3:14])([CH3:13])[CH3:12].C(N(CC)CC)C.OP([O-])(O)=O.[K+]. Product: [C:11]([O:15][C:16](=[O:31])[CH2:17][CH2:18][N:19]([C:23]1[CH:28]=[CH:27][C:26]([Cl:29])=[C:25]([Cl:30])[CH:24]=1)[CH2:20][CH:21]=[O:22])([CH3:14])([CH3:12])[CH3:13]. The catalyst class is: 2.